This data is from Drug-target binding data from BindingDB using Ki measurements. The task is: Regression. Given a target protein amino acid sequence and a drug SMILES string, predict the binding affinity score between them. We predict pKi (pKi = -log10(Ki in M); higher means stronger inhibition). Dataset: bindingdb_ki. The small molecule is CC(C)CC(NC(=O)OCc1ccccc1)C(=O)NC(Cc1ccccc1)C(=O)C(=O)NCC(O)c1ccc(OCc2ccccc2)cc1. The target protein (P07688) has sequence MWRLLATLSCLLVLTSARSSLYFPPLSDELVNFVNKQNTTWKAGHNFYNVDLSYVKKLCGAILGGPKLPQRDAFAADVVLPESFDAREQWPNCPTIKEIRDQGSCGSCWAFGAVEAISDRICIHSNGRVNVEVSAEDMLTCCGGECGDGCNGGFPSGAWNFWTKKGLVSGGLYNSHVGCRPYSIPPCEHHVNGSRPPCTGEGDTPKCSKTCEPGYSPSYKEDKHFGCSSYSVANNEKEIMAEIYKNGPVEGAFSVYSDFLLYKSGVYQHVSGEIMGGHAIRILGWGVENGTPYWLVGNSWNTDWGDNGFFKILRGQDHCGIESEIVAGMPCTHQY. The pKi is 9.3.